Dataset: Full USPTO retrosynthesis dataset with 1.9M reactions from patents (1976-2016). Task: Predict the reactants needed to synthesize the given product. (1) Given the product [I:12][C:6]1[C:5]2[CH2:4][CH2:3][C:2]([CH3:11])([CH3:1])[CH2:10][C:9]=2[NH:8][N:7]=1, predict the reactants needed to synthesize it. The reactants are: [CH3:1][C:2]1([CH3:11])[CH2:10][C:9]2[NH:8][N:7]=[CH:6][C:5]=2[CH2:4][CH2:3]1.[I:12]I.[OH-].[K+].S([O-])(O)=O.[Na+]. (2) Given the product [C:1]([C:5]1[CH:6]=[CH:7][C:8]2[S:12][C:11]([C:13]3[C:18](=[O:19])[NH:17][C:16]([N:21]4[CH2:22][CH2:23][O:24][CH2:25][CH2:26]4)=[N:15][C:14]=3[NH:27][C@@H:28]3[CH2:33][CH2:32][CH2:31][NH:30][CH2:29]3)=[N:10][C:9]=2[CH:41]=1)([CH3:4])([CH3:2])[CH3:3], predict the reactants needed to synthesize it. The reactants are: [C:1]([C:5]1[CH:6]=[CH:7][C:8]2[S:12][C:11]([C:13]3[C:14]([NH:27][C@@H:28]4[CH2:33][CH2:32][CH2:31][N:30](C(OC(C)(C)C)=O)[CH2:29]4)=[N:15][C:16]([N:21]4[CH2:26][CH2:25][O:24][CH2:23][CH2:22]4)=[N:17][C:18]=3[O:19]C)=[N:10][C:9]=2[CH:41]=1)([CH3:4])([CH3:3])[CH3:2]. (3) The reactants are: [OH-].[K+].[CH3:3][C:4]1[C:13]2[C:8](=[C:9]([C:18](=[O:20])[CH3:19])[C:10]([O:14][CH2:15][CH:16]=[CH2:17])=[CH:11][CH:12]=2)[O:7][C:6](=[O:21])[CH:5]=1.[Cl:22][C:23]1[CH:30]=[CH:29][C:26]([CH:27]=O)=[CH:25][CH:24]=1. Given the product [CH3:3][C:4]1[C:13]2[C:8](=[C:9]([C:18](=[O:20])[CH:19]=[CH:27][C:26]3[CH:29]=[CH:30][C:23]([Cl:22])=[CH:24][CH:25]=3)[C:10]([O:14][CH2:15][CH:16]=[CH2:17])=[CH:11][CH:12]=2)[O:7][C:6](=[O:21])[CH:5]=1, predict the reactants needed to synthesize it. (4) Given the product [NH:5]([C:7]1[CH:12]=[CH:11][C:10](/[CH:13]=[CH:14]/[C:15]2[CH:20]=[CH:19][C:18]([C:21]([F:24])([F:22])[F:23])=[CH:17][CH:16]=2)=[CH:9][N:8]=1)[NH2:6], predict the reactants needed to synthesize it. The reactants are: FC(F)(F)C([N:5]([C:7]1[CH:12]=[CH:11][C:10](/[CH:13]=[CH:14]/[C:15]2[CH:20]=[CH:19][C:18]([C:21]([F:24])([F:23])[F:22])=[CH:17][CH:16]=2)=[CH:9][N:8]=1)[NH2:6])=O.Cl.C(=O)([O-])O.[Na+]. (5) Given the product [Cl:14][C:13]1[C:4]2[CH:2]([CH3:3])[N:30]([CH2:29][C:19]3[CH:20]=[CH:21][C:22]([O:23][CH2:24][C:25]([F:26])([F:27])[F:28])=[C:17]([CH3:16])[CH:18]=3)[C:6](=[O:8])[C:5]=2[CH:10]=[CH:11][N:12]=1, predict the reactants needed to synthesize it. The reactants are: Br[CH:2]([C:4]1[C:13]([Cl:14])=[N:12][CH:11]=[CH:10][C:5]=1[C:6]([O:8]C)=O)[CH3:3].Cl.[CH3:16][C:17]1[CH:18]=[C:19]([CH2:29][NH2:30])[CH:20]=[CH:21][C:22]=1[O:23][CH2:24][C:25]([F:28])([F:27])[F:26]. (6) Given the product [CH2:1]([O:3][CH:4]([O:7][CH2:8][CH3:9])[C:5]#[C:6][C:18](=[O:17])[C:19]([F:22])([F:21])[F:20])[CH3:2], predict the reactants needed to synthesize it. The reactants are: [CH2:1]([O:3][CH:4]([O:7][CH2:8][CH3:9])[C:5]#[CH:6])[CH3:2].[Li]CCCC.C([O:17][C:18](=O)[C:19]([F:22])([F:21])[F:20])C. (7) Given the product [CH3:30][O:31][C:32]([C:34]1[N:51]([C:52]([O:54][C:55]([CH3:58])([CH3:57])[CH3:56])=[O:53])[C:37]2=[N:38][C:39]([Cl:50])=[C:40]([OH:42])[CH:41]=[C:36]2[CH:35]=1)=[O:33], predict the reactants needed to synthesize it. The reactants are: FC1(F)CCN(C(C2NC3=NC=C(OC4CCN(C(C)C)CC4)C=C3C=2)=O)CC1.[CH3:30][O:31][C:32]([C:34]1[N:51]([C:52]([O:54][C:55]([CH3:58])([CH3:57])[CH3:56])=[O:53])[C:37]2=[N:38][C:39]([Cl:50])=[C:40]([O:42]CC3C=CC=CC=3)[CH:41]=[C:36]2[CH:35]=1)=[O:33].